Dataset: Forward reaction prediction with 1.9M reactions from USPTO patents (1976-2016). Task: Predict the product of the given reaction. (1) The product is: [CH:18]1([S:17]([C:14]2[CH:15]=[C:16]3[C:6]4([CH2:7][CH2:8][N:4]([C:1](=[O:3])[CH3:2])[CH2:5]4)[CH2:9][NH:10][C:11]3=[CH:12][CH:13]=2)(=[O:30])=[O:45])[CH2:22][CH2:21][CH2:20][CH2:19]1. Given the reactants [C:1]([N:4]1[CH2:8][CH2:7][C:6]2([C:16]3[C:11](=[CH:12][CH:13]=[C:14]([S:17][CH:18]4[CH2:22][CH2:21][CH2:20][CH2:19]4)[CH:15]=3)[N:10](C(=O)C(F)(F)F)[CH2:9]2)[CH2:5]1)(=[O:3])[CH3:2].C(=O)([O-])[OH:30].[Na+].ClC1C=CC=C(C(OO)=O)C=1.[OH2:45], predict the reaction product. (2) Given the reactants [Cl:1][C:2]1[CH:10]=[C:9]([Cl:11])[C:8](F)=[CH:7][C:3]=1[C:4]([OH:6])=[O:5].[CH3:13][OH:14].[H-].[Na+].Cl, predict the reaction product. The product is: [Cl:1][C:2]1[CH:10]=[C:9]([Cl:11])[C:8]([O:14][CH3:13])=[CH:7][C:3]=1[C:4]([OH:6])=[O:5].